Predict the product of the given reaction. From a dataset of Forward reaction prediction with 1.9M reactions from USPTO patents (1976-2016). Given the reactants Cl[CH2:2][C:3](=[O:5])[CH3:4].[CH:6]([NH:8][C:9]1[CH:18]=[CH:17][C:12]([C:13]([O:15][CH3:16])=[O:14])=[CH:11][C:10]=1[O:19][CH3:20])=[O:7].C(=O)([O-])[O-].[Cs+].[Cs+].[I-].[K+], predict the reaction product. The product is: [CH:6]([N:8]([CH2:2][C:3](=[O:5])[CH3:4])[C:9]1[CH:18]=[CH:17][C:12]([C:13]([O:15][CH3:16])=[O:14])=[CH:11][C:10]=1[O:19][CH3:20])=[O:7].